From a dataset of Forward reaction prediction with 1.9M reactions from USPTO patents (1976-2016). Predict the product of the given reaction. (1) Given the reactants C(OC(=O)[NH:7][C@H:8]1[CH2:12][CH2:11][N:10]([CH2:13][C:14]2[CH:23]=[C:22]3[C:17]([CH:18]=[CH:19][N:20]=[C:21]3[Cl:24])=[CH:16][CH:15]=2)[C:9]1=[O:25])(C)(C)C.Cl, predict the reaction product. The product is: [ClH:24].[NH2:7][C@H:8]1[CH2:12][CH2:11][N:10]([CH2:13][C:14]2[CH:23]=[C:22]3[C:17]([CH:18]=[CH:19][N:20]=[C:21]3[Cl:24])=[CH:16][CH:15]=2)[C:9]1=[O:25]. (2) Given the reactants C([Li])CCC.Br[C:7]1[CH:12]=[CH:11][CH:10]=[CH:9][C:8]=1[O:13][CH2:14][CH3:15], predict the reaction product. The product is: [CH2:14]([O:13][C:8]1[CH:9]=[CH:10][CH:11]=[CH:12][CH:7]=1)[CH3:15]. (3) Given the reactants Cl.[F:2][C:3]1[CH:8]=[CH:7][C:6]([C:9]2[N:13]=[C:12]([C@H:14]3[CH2:19][CH2:18][CH2:17][NH:16][CH2:15]3)[O:11][N:10]=2)=[CH:5][CH:4]=1.[F:20][C:21]1[CH:22]=[C:23]2[C:27](=[CH:28][CH:29]=1)[CH:26]([C:30](O)=[O:31])[CH2:25][CH2:24]2.C1C=CC2N(O)N=NC=2C=1.CCN=C=NCCCN(C)C.Cl.C(N(CC)CC)C, predict the reaction product. The product is: [F:20][C:21]1[CH:22]=[C:23]2[C:27](=[CH:28][CH:29]=1)[CH:26]([C:30]([N:16]1[CH2:17][CH2:18][CH2:19][C@H:14]([C:12]3[O:11][N:10]=[C:9]([C:6]4[CH:7]=[CH:8][C:3]([F:2])=[CH:4][CH:5]=4)[N:13]=3)[CH2:15]1)=[O:31])[CH2:25][CH2:24]2. (4) Given the reactants [CH3:1][C:2]1[CH:11]=[C:10]([CH3:12])[C:9]([C:13]2[NH:17][C:16]([CH2:18][CH:19]3[CH2:23][CH2:22][O:21][CH2:20]3)=[N:15][N:14]=2)=[CH:8][C:3]=1[C:4]([O:6]C)=[O:5].[OH-].[Na+], predict the reaction product. The product is: [CH3:1][C:2]1[CH:11]=[C:10]([CH3:12])[C:9]([C:13]2[NH:17][C:16]([CH2:18][CH:19]3[CH2:23][CH2:22][O:21][CH2:20]3)=[N:15][N:14]=2)=[CH:8][C:3]=1[C:4]([OH:6])=[O:5]. (5) Given the reactants [CH3:1][O:2][C:3]1[CH:4]=[CH:5][N:6]=[C:7]([CH2:11][S+:12]([O-:26])[C:13]2[N-:14][C:15]3[CH:16]=[CH:17][C:18]([O:22][CH:23]([F:25])[F:24])=[CH:19][C:20]=3[N:21]=2)[C:8]=1[O:9][CH3:10].[Na+:27].C, predict the reaction product. The product is: [CH3:1][O:2][C:3]1[CH:4]=[CH:5][N:6]=[C:7]([CH2:11][S:12]([C:13]2[N-:14][C:15]3[CH:16]=[CH:17][C:18]([O:22][CH:23]([F:24])[F:25])=[CH:19][C:20]=3[N:21]=2)=[O:26])[C:8]=1[O:9][CH3:10].[CH3:1][O:2][C:3]1[CH:4]=[CH:5][N:6]=[C:7]([CH2:11][S:12]([C:13]2[N-:14][C:15]3[CH:16]=[CH:17][C:18]([O:22][CH:23]([F:24])[F:25])=[CH:19][C:20]=3[N:21]=2)=[O:26])[C:8]=1[O:9][CH3:10].[OH2:2].[OH2:2].[OH2:2].[Na+:27].[Na+:27].